Dataset: Full USPTO retrosynthesis dataset with 1.9M reactions from patents (1976-2016). Task: Predict the reactants needed to synthesize the given product. (1) Given the product [Cl:1][C:2]1[CH:3]=[C:4]2[C:13](=[CH:14][CH:15]=1)[C:12]([NH:23][CH2:22][CH2:21][O:20][CH3:19])=[C:11]1[C:6]([CH:7]=[CH:8][C:9]([O:17][CH3:18])=[CH:10]1)=[N:5]2, predict the reactants needed to synthesize it. The reactants are: [Cl:1][C:2]1[CH:3]=[C:4]2[C:13](=[CH:14][CH:15]=1)[C:12](Cl)=[C:11]1[C:6]([CH:7]=[CH:8][C:9]([O:17][CH3:18])=[CH:10]1)=[N:5]2.[CH3:19][O:20][CH2:21][CH2:22][NH2:23]. (2) Given the product [CH2:1]([O:3][C:4]1([C:21]([OH:22])=[O:26])[CH2:9][CH2:8][CH2:7][C@@H:6]([F:18])[C@@H:5]1[F:19])[CH3:2], predict the reactants needed to synthesize it. The reactants are: [CH2:1]([O:3][C:4]1[CH:9]=[CH:8][C:7]([C@H]2CC[C@H](C=O)CC2)=[C:6]([F:18])[C:5]=1[F:19])[CH3:2].C[C:21](C)=[O:22].CC(C)=[O:26].OS(O)(=O)=O.O=[Cr](=O)=O.C1(C)C=CC=CC=1. (3) The reactants are: [Br:1][C:2]1[C:7]([O:8][CH3:9])=[CH:6][C:5]([C:10]2[O:11][CH:12]=[CH:13][CH:14]=2)=[CH:4][C:3]=1[O:15][CH3:16].[N:17]1([C:22]2[CH:27]=[CH:26][C:25]([CH:28]([O:35][CH3:36])[C:29](N(OC)C)=[O:30])=[CH:24][CH:23]=2)[CH:21]=[N:20][CH:19]=[N:18]1. Given the product [N:17]1([C:22]2[CH:23]=[CH:24][C:25]([CH:28]([O:35][CH3:36])[C:29]([C:12]3[O:11][C:10]([C:5]4[CH:6]=[C:7]([O:8][CH3:9])[C:2]([Br:1])=[C:3]([O:15][CH3:16])[CH:4]=4)=[CH:14][CH:13]=3)=[O:30])=[CH:26][CH:27]=2)[CH:21]=[N:20][CH:19]=[N:18]1, predict the reactants needed to synthesize it. (4) The reactants are: [Si:1]([OH:5])([OH:4])([OH:3])[OH:2].[OH-].[Na+:7]. Given the product [Si:1]([O-:5])([O-:4])([O-:3])[O-:2].[Na+:7].[Na+:7].[Na+:7].[Na+:7], predict the reactants needed to synthesize it. (5) Given the product [CH:5]12[N:9]([C:10]3[N:15]=[C:14]([N:16]4[CH:17]5[CH2:24][O:23][CH2:22][CH:21]4[CH2:20][O:19][CH2:18]5)[N:13]=[C:12]([C:25]4[CH:31]=[CH:30][C:28]([NH:29][C:43]([NH:62][C:61]5[CH:60]=[CH:59][C:58]([N:55]6[CH2:54][CH2:53][N:52]([CH3:51])[CH2:57][CH2:56]6)=[CH:64][CH:63]=5)=[O:49])=[CH:27][CH:26]=4)[N:11]=3)[CH:1]([CH2:8][O:7][CH2:6]1)[CH2:2][O:3][CH2:4]2, predict the reactants needed to synthesize it. The reactants are: [CH:1]12[N:9]([C:10]3[N:15]=[C:14]([N:16]4[CH:21]5[CH2:22][O:23][CH2:24][CH:17]4[CH2:18][O:19][CH2:20]5)[N:13]=[C:12]([C:25]4[CH:31]=[CH:30][C:28]([NH2:29])=[CH:27][CH:26]=4)[N:11]=3)[CH:5]([CH2:6][O:7][CH2:8]1)[CH2:4][O:3][CH2:2]2.CCN(CC)CC.ClC(Cl)(O[C:43](=[O:49])OC(Cl)(Cl)Cl)Cl.[CH3:51][N:52]1[CH2:57][CH2:56][N:55]([C:58]2[CH:64]=[CH:63][C:61]([NH2:62])=[CH:60][CH:59]=2)[CH2:54][CH2:53]1. (6) Given the product [OH:13][CH2:12][C@@H:2]([O:1][CH2:44][P:45]([OH:54])([OH:50])=[O:46])[CH2:3][N:4]1[CH:11]=[N:10][C:8]([NH2:9])=[N:7][C:5]1=[O:6], predict the reactants needed to synthesize it. The reactants are: [OH:1][C@H:2]([CH2:12][O:13]C(C1C=CC=CC=1)(C1C=CC=CC=1)C1C=CC=CC=1)[CH2:3][N:4]1[CH:11]=[N:10][C:8]([NH2:9])=[N:7][C:5]1=[O:6].S(O[CH2:44][P:45](=[O:54])([O:50]C(C)C)[O:46]C(C)C)(C1C=CC(C)=CC=1)(=O)=O.[H-].[Na+].Br[Si](C)(C)C. (7) Given the product [Cl:22][C:23]1[N:24]=[CH:25][N:26]=[C:27]([N:1]2[CH2:2][CH2:3][C:4]3([O:11][C:10]4[C:12]5[C:17]([C:18](=[O:21])[C:19](=[O:20])[C:9]=4[S:8][CH2:7]3)=[CH:16][CH:15]=[CH:14][CH:13]=5)[CH2:5][CH2:6]2)[CH:28]=1, predict the reactants needed to synthesize it. The reactants are: [NH:1]1[CH2:6][CH2:5][C:4]2([O:11][C:10]3[C:12]4[C:17]([C:18](=[O:21])[C:19](=[O:20])[C:9]=3[S:8][CH2:7]2)=[CH:16][CH:15]=[CH:14][CH:13]=4)[CH2:3][CH2:2]1.[Cl:22][C:23]1[CH:28]=[C:27](Cl)[N:26]=[CH:25][N:24]=1.